Predict the reaction yield, written as a fraction of the theoretical maximum amount of product (1.0 means a 100% yield; for example, 0.34 means a 34% yield). From a dataset of Reaction yield outcomes from USPTO patents with 853,638 reactions. (1) The reactants are C([NH:3][C:4]1[CH:9]=[CH:8][C:7]([C:10]2[CH:15]=[CH:14][C:13]([C:16](=[O:25])[CH2:17][C:18]([CH3:24])([CH3:23])[C:19]([O:21][CH3:22])=[O:20])=[CH:12][CH:11]=2)=[CH:6][CH:5]=1)=O.Cl. The catalyst is CO. The product is [NH2:3][C:4]1[CH:5]=[CH:6][C:7]([C:10]2[CH:15]=[CH:14][C:13]([C:16](=[O:25])[CH2:17][C:18]([CH3:23])([CH3:24])[C:19]([O:21][CH3:22])=[O:20])=[CH:12][CH:11]=2)=[CH:8][CH:9]=1. The yield is 0.950. (2) The catalyst is CN(C)C=O.[Cu]I.Cl[Pd](Cl)([P](C1C=CC=CC=1)(C1C=CC=CC=1)C1C=CC=CC=1)[P](C1C=CC=CC=1)(C1C=CC=CC=1)C1C=CC=CC=1. The reactants are Br[C:2]1[CH:7]=[CH:6][C:5]([CH2:8][C:9]([NH:11][NH:12][C:13]([O:15][C:16]([CH3:19])([CH3:18])[CH3:17])=[O:14])=[O:10])=[CH:4][CH:3]=1.C(N(CC)CC)C.[C:27]([Si:29]([CH3:32])([CH3:31])[CH3:30])#[CH:28].O. The product is [CH3:30][Si:29]([C:27]#[C:28][C:2]1[CH:7]=[CH:6][C:5]([CH2:8][C:9]([NH:11][NH:12][C:13]([O:15][C:16]([CH3:19])([CH3:18])[CH3:17])=[O:14])=[O:10])=[CH:4][CH:3]=1)([CH3:32])[CH3:31]. The yield is 0.680.